From a dataset of Reaction yield outcomes from USPTO patents with 853,638 reactions. Predict the reaction yield, written as a fraction of the theoretical maximum amount of product (1.0 means a 100% yield; for example, 0.34 means a 34% yield). (1) The reactants are [F:1][C:2]1[CH:3]=[CH:4][C:5]([N+:11]([O-:13])=[O:12])=[C:6]([CH:10]=1)[C:7]([OH:9])=O.[NH2:14][C:15]1[CH:20]=[CH:19][C:18]([Br:21])=[CH:17][N:16]=1.P(Cl)(Cl)(Cl)=O. The catalyst is N1C=CC=CC=1. The product is [Br:21][C:18]1[CH:19]=[CH:20][C:15]([NH:14][C:7]([C:6]2[CH:10]=[C:2]([F:1])[CH:3]=[CH:4][C:5]=2[N+:11]([O-:13])=[O:12])=[O:9])=[N:16][CH:17]=1. The yield is 0.680. (2) The reactants are CS([C:5]1[N:6]=[C:7]([C:22]2[CH:27]=[CH:26][CH:25]=[CH:24][CH:23]=2)[C:8]2[CH:14]=[CH:13][C:12](=[O:15])[N:11]([C:16]3[CH:21]=[CH:20][CH:19]=[CH:18][CH:17]=3)[C:9]=2[N:10]=1)(=O)=O.CN1C(=O)CCC1.[CH2:35]([N:37]([CH2:41][CH3:42])[CH2:38][CH2:39][NH2:40])[CH3:36].O. The catalyst is CCOC(C)=O. The product is [CH2:35]([N:37]([CH2:41][CH3:42])[CH2:38][CH2:39][NH:40][C:5]1[N:6]=[C:7]([C:22]2[CH:23]=[CH:24][CH:25]=[CH:26][CH:27]=2)[C:8]2[CH:14]=[CH:13][C:12](=[O:15])[N:11]([C:16]3[CH:21]=[CH:20][CH:19]=[CH:18][CH:17]=3)[C:9]=2[N:10]=1)[CH3:36]. The yield is 0.890. (3) The reactants are [CH3:1][C:2]1[CH:7]=[CH:6][N:5]=[C:4]([N:8]2[CH2:13][CH2:12][NH:11][CH2:10][CH2:9]2)[CH:3]=1.C(N(CC)CC)C.[CH3:21][S:22](Cl)(=[O:24])=[O:23].C(=O)(O)[O-].[Na+]. The catalyst is C(Cl)Cl. The product is [CH3:1][C:2]1[CH:7]=[CH:6][N:5]=[C:4]([N:8]2[CH2:13][CH2:12][N:11]([S:22]([CH3:21])(=[O:24])=[O:23])[CH2:10][CH2:9]2)[CH:3]=1. The yield is 0.960. (4) The reactants are [NH2:1][C:2]1[CH:7]=[CH:6][CH:5]=[CH:4][C:3]=1[NH:8][C:9](=[O:31])[C:10]1[CH:15]=[CH:14][C:13]([CH:16]=[CH:17][C:18]2[N:23]=[C:22]([NH2:24])[N:21]=[C:20]([N:25]3[CH2:30][CH2:29][CH2:28][CH2:27][CH2:26]3)[N:19]=2)=[CH:12][CH:11]=1. The catalyst is CO.[Pd]. The product is [NH2:1][C:2]1[CH:7]=[CH:6][CH:5]=[CH:4][C:3]=1[NH:8][C:9](=[O:31])[C:10]1[CH:15]=[CH:14][C:13]([CH2:16][CH2:17][C:18]2[N:23]=[C:22]([NH2:24])[N:21]=[C:20]([N:25]3[CH2:26][CH2:27][CH2:28][CH2:29][CH2:30]3)[N:19]=2)=[CH:12][CH:11]=1. The yield is 0.560. (5) The reactants are [CH3:1][N:2]1[C:10]2[C:5](=[CH:6][CH:7]=[CH:8][CH:9]=2)[CH:4]=[C:3]1[CH2:11][NH:12][CH3:13].CCN(CC)CC.[C:21](Cl)(=[O:24])[CH:22]=[CH2:23]. The catalyst is C(Cl)Cl. The product is [CH3:13][N:12]([CH2:11][C:3]1[N:2]([CH3:1])[C:10]2[C:5]([CH:4]=1)=[CH:6][CH:7]=[CH:8][CH:9]=2)[C:21](=[O:24])[CH:22]=[CH2:23]. The yield is 0.910. (6) The reactants are [Cl:1][C:2]1[CH:3]=[C:4]([CH:9]([N:11]2[CH2:16][CH2:15][N:14](C(OC(C)(C)C)=O)[CH2:13][CH2:12]2)[CH3:10])[CH:5]=[C:6]([Cl:8])[CH:7]=1.FC(F)(F)C(O)=O. The catalyst is ClCCl. The product is [Cl:1][C:2]1[CH:3]=[C:4]([CH:9]([N:11]2[CH2:12][CH2:13][NH:14][CH2:15][CH2:16]2)[CH3:10])[CH:5]=[C:6]([Cl:8])[CH:7]=1. The yield is 0.920.